From a dataset of NCI-60 drug combinations with 297,098 pairs across 59 cell lines. Regression. Given two drug SMILES strings and cell line genomic features, predict the synergy score measuring deviation from expected non-interaction effect. (1) Drug 1: C#CCC(CC1=CN=C2C(=N1)C(=NC(=N2)N)N)C3=CC=C(C=C3)C(=O)NC(CCC(=O)O)C(=O)O. Drug 2: C1CNP(=O)(OC1)N(CCCl)CCCl. Cell line: HL-60(TB). Synergy scores: CSS=-7.04, Synergy_ZIP=5.33, Synergy_Bliss=0.609, Synergy_Loewe=-4.98, Synergy_HSA=-6.24. (2) Drug 1: CCCCCOC(=O)NC1=NC(=O)N(C=C1F)C2C(C(C(O2)C)O)O. Drug 2: CCC1=C2CN3C(=CC4=C(C3=O)COC(=O)C4(CC)O)C2=NC5=C1C=C(C=C5)O. Cell line: HCT-15. Synergy scores: CSS=10.6, Synergy_ZIP=0.922, Synergy_Bliss=5.36, Synergy_Loewe=-22.5, Synergy_HSA=1.24. (3) Drug 2: CCN(CC)CCNC(=O)C1=C(NC(=C1C)C=C2C3=C(C=CC(=C3)F)NC2=O)C. Cell line: HCT-15. Synergy scores: CSS=44.3, Synergy_ZIP=0.684, Synergy_Bliss=-1.31, Synergy_Loewe=-2.01, Synergy_HSA=-0.924. Drug 1: C1=C(C(=O)NC(=O)N1)F. (4) Drug 1: C1CC(=O)NC(=O)C1N2CC3=C(C2=O)C=CC=C3N. Drug 2: COC1=CC(=CC(=C1O)OC)C2C3C(COC3=O)C(C4=CC5=C(C=C24)OCO5)OC6C(C(C7C(O6)COC(O7)C8=CC=CS8)O)O. Cell line: MOLT-4. Synergy scores: CSS=43.7, Synergy_ZIP=-0.740, Synergy_Bliss=-4.00, Synergy_Loewe=-32.3, Synergy_HSA=-5.22. (5) Drug 1: CC12CCC3C(C1CCC2=O)CC(=C)C4=CC(=O)C=CC34C. Drug 2: CC=C1C(=O)NC(C(=O)OC2CC(=O)NC(C(=O)NC(CSSCCC=C2)C(=O)N1)C(C)C)C(C)C. Cell line: 786-0. Synergy scores: CSS=62.5, Synergy_ZIP=2.34, Synergy_Bliss=3.64, Synergy_Loewe=3.43, Synergy_HSA=3.98. (6) Drug 1: C1C(C(OC1N2C=C(C(=O)NC2=O)F)CO)O. Drug 2: CCN(CC)CCCC(C)NC1=C2C=C(C=CC2=NC3=C1C=CC(=C3)Cl)OC. Synergy scores: CSS=24.1, Synergy_ZIP=-5.66, Synergy_Bliss=0.317, Synergy_Loewe=-12.6, Synergy_HSA=0.360. Cell line: NCI-H226. (7) Drug 1: CC1=CC=C(C=C1)C2=CC(=NN2C3=CC=C(C=C3)S(=O)(=O)N)C(F)(F)F. Drug 2: C(CCl)NC(=O)N(CCCl)N=O. Cell line: MOLT-4. Synergy scores: CSS=12.5, Synergy_ZIP=-4.03, Synergy_Bliss=-0.640, Synergy_Loewe=-0.475, Synergy_HSA=-1.15.